Dataset: Peptide-MHC class I binding affinity with 185,985 pairs from IEDB/IMGT. Task: Regression. Given a peptide amino acid sequence and an MHC pseudo amino acid sequence, predict their binding affinity value. This is MHC class I binding data. (1) The peptide sequence is AMALSIVSL. The MHC is HLA-A02:03 with pseudo-sequence HLA-A02:03. The binding affinity (normalized) is 0.934. (2) The peptide sequence is WAMEKSSKY. The MHC is HLA-A03:01 with pseudo-sequence HLA-A03:01. The binding affinity (normalized) is 0.